Predict the product of the given reaction. From a dataset of Forward reaction prediction with 1.9M reactions from USPTO patents (1976-2016). (1) Given the reactants [Cl:1][C:2]1[C:11]2[C:6](=[C:7]([Cl:12])[CH:8]=[CH:9][CH:10]=2)[C:5]([O:13]C)=[CH:4][N:3]=1.B(Br)(Br)Br, predict the reaction product. The product is: [Cl:1][C:2]1[C:11]2[C:6](=[C:7]([Cl:12])[CH:8]=[CH:9][CH:10]=2)[C:5]([OH:13])=[CH:4][N:3]=1. (2) Given the reactants [C:1]1([C:7]2[CH:8]=[C:9]3[C:13](=[C:14]([C:16]([O:18][C:19]([CH3:22])([CH3:21])[CH3:20])=[O:17])[CH:15]=2)[N:12]([C:23]([O:25][C:26]([CH3:29])([CH3:28])[CH3:27])=[O:24])[CH:11]=[CH:10]3)[CH:6]=[CH:5][CH:4]=[CH:3][CH:2]=1.[CH3:30]N(CCN(C)C)C.C([Li])(CC)C.CI, predict the reaction product. The product is: [CH3:30][C:11]1[N:12]([C:23]([O:25][C:26]([CH3:29])([CH3:28])[CH3:27])=[O:24])[C:13]2[C:9]([CH:10]=1)=[CH:8][C:7]([C:1]1[CH:2]=[CH:3][CH:4]=[CH:5][CH:6]=1)=[CH:15][C:14]=2[C:16]([O:18][C:19]([CH3:22])([CH3:21])[CH3:20])=[O:17]. (3) Given the reactants [CH:1]1([CH2:4][N:5]([CH2:16][CH2:17][CH3:18])[C:6]2[N:11]=[CH:10][N:9]=[C:8]([C:12]([O:14]C)=[O:13])[CH:7]=2)[CH2:3][CH2:2]1.[Li+].[OH-], predict the reaction product. The product is: [CH:1]1([CH2:4][N:5]([CH2:16][CH2:17][CH3:18])[C:6]2[N:11]=[CH:10][N:9]=[C:8]([C:12]([OH:14])=[O:13])[CH:7]=2)[CH2:2][CH2:3]1. (4) Given the reactants [C:1]([C:4]1[CH:5]=[CH:6][C:7]([O:10][CH3:11])=[N:8][CH:9]=1)(=[O:3])[CH3:2].[CH3:12][C:13]1[N:14]=[CH:15][S:16][C:17]=1[CH:18]=O.[OH-].[K+], predict the reaction product. The product is: [CH3:11][O:10][C:7]1[N:8]=[CH:9][C:4]([C:1](=[O:3])/[CH:2]=[CH:18]/[C:17]2[S:16][CH:15]=[N:14][C:13]=2[CH3:12])=[CH:5][CH:6]=1.